This data is from Full USPTO retrosynthesis dataset with 1.9M reactions from patents (1976-2016). The task is: Predict the reactants needed to synthesize the given product. (1) Given the product [CH3:1][O:2][C:3](=[O:26])[C:4]([C:15]1[CH:16]=[CH:17][C:18]([O:21][CH2:22][CH:23]([OH:24])[CH2:25][NH:32][CH2:31][C:30]2[CH:33]=[CH:34][C:35]([O:37][CH3:38])=[CH:36][C:29]=2[O:28][CH3:27])=[CH:19][CH:20]=1)=[CH:5][C:6]1[CH:11]=[CH:10][C:9]([F:12])=[C:8]([CH3:13])[CH:7]=1, predict the reactants needed to synthesize it. The reactants are: [CH3:1][O:2][C:3](=[O:26])[C:4]([C:15]1[CH:20]=[CH:19][C:18]([O:21][CH2:22][CH:23]2[CH2:25][O:24]2)=[CH:17][CH:16]=1)=[C:5](C)[C:6]1[CH:11]=[CH:10][C:9]([F:12])=[C:8]([CH3:13])[CH:7]=1.[CH3:27][O:28][C:29]1[CH:36]=[C:35]([O:37][CH3:38])[CH:34]=[CH:33][C:30]=1[CH2:31][NH2:32]. (2) The reactants are: [CH3:1][O:2][C:3]1[CH:10]=[CH:9][C:6]([CH:7]=O)=[CH:5][CH:4]=1.[CH3:11][C:12](=[O:18])[CH2:13][CH2:14][CH2:15][CH2:16][CH3:17]. Given the product [CH3:1][O:2][C:3]1[CH:10]=[CH:9][C:6](/[CH:7]=[C:13](\[CH2:14][CH2:15][CH2:16][CH3:17])/[C:12](=[O:18])[CH3:11])=[CH:5][CH:4]=1, predict the reactants needed to synthesize it. (3) Given the product [CH3:1][O:2][C:3]1[C:11]([N+:20]([O-:22])=[O:21])=[CH:10][CH:9]=[C:8]2[C:4]=1[CH2:5][CH2:6][C:7]2=[O:12], predict the reactants needed to synthesize it. The reactants are: [CH3:1][O:2][C:3]1[CH:11]=[CH:10][CH:9]=[C:8]2[C:4]=1[CH2:5][CH2:6][C:7]2=[O:12].FC(F)(F)C(O)=O.[N+:20]([O-])([O-:22])=[O:21].[K+]. (4) Given the product [NH2:4][C:5]1[CH:25]=[CH:24][C:8]([O:9][C:10]2[N:11]=[C:12]3[C:16](=[CH:17][CH:18]=2)[NH:15][CH:14]([NH:19][C:20](=[O:23])[O:21][CH3:22])[NH:13]3)=[CH:7][CH:6]=1, predict the reactants needed to synthesize it. The reactants are: C([NH:4][C:5]1[CH:25]=[CH:24][C:8]([O:9][C:10]2[N:11]=[C:12]3[C:16](=[CH:17][CH:18]=2)[NH:15][CH:14]([NH:19][C:20](=[O:23])[O:21][CH3:22])[NH:13]3)=[CH:7][CH:6]=1)(=O)C.Cl. (5) Given the product [CH3:31][C:26]1([CH3:32])[C:27]([CH3:30])([CH3:29])[O:28][B:24]([C:2]2[C:10]3[C:5](=[N:6][CH:7]=[CH:8][CH:9]=3)[N:4]([S:11]([C:14]3[CH:15]=[CH:16][CH:17]=[C:18]4[C:23]=3[N:22]=[CH:21][CH:20]=[CH:19]4)(=[O:13])=[O:12])[CH:3]=2)[O:25]1, predict the reactants needed to synthesize it. The reactants are: Br[C:2]1[C:10]2[C:5](=[N:6][CH:7]=[CH:8][CH:9]=2)[N:4]([S:11]([C:14]2[CH:15]=[CH:16][CH:17]=[C:18]3[C:23]=2[N:22]=[CH:21][CH:20]=[CH:19]3)(=[O:13])=[O:12])[CH:3]=1.[B:24]1([B:24]2[O:28][C:27]([CH3:30])([CH3:29])[C:26]([CH3:32])([CH3:31])[O:25]2)[O:28][C:27]([CH3:30])([CH3:29])[C:26]([CH3:32])([CH3:31])[O:25]1.